Task: Regression/Classification. Given a drug SMILES string, predict its absorption, distribution, metabolism, or excretion properties. Task type varies by dataset: regression for continuous measurements (e.g., permeability, clearance, half-life) or binary classification for categorical outcomes (e.g., BBB penetration, CYP inhibition). Dataset: bioavailability_ma.. Dataset: Oral bioavailability binary classification data from Ma et al. (1) The molecule is CCN(CC)CCNC(=O)c1cc(Br)c(N)cc1OC. The result is 1 (high bioavailability). (2) The molecule is C[C@@H]1OC(=O)CC(O)CC(O)CC(O)CCC(O)C(O)C[C@]2(O)CC(O)C(C(=O)O)C(CC(O[C@H]3O[C@H](C)[C@@H](O)[C@H](N)[C@@H]3O)/C=C/C=C/C=C/C=C/CC/C=C/C=C/[C@H](C)[C@@H](O)[C@H]1C)O2. The result is 0 (low bioavailability). (3) The molecule is Cc1nnc2n1-c1ccc(Cl)cc1C(c1ccccc1)=NC2. The result is 1 (high bioavailability). (4) The drug is CC(C)NCC(O)COc1ccc(COCCOC(C)C)cc1. The result is 1 (high bioavailability). (5) The molecule is CC(C)(C)NCC(O)c1ccccc1Cl. The result is 1 (high bioavailability). (6) The drug is COC(=O)[C@H]1[C@@H](OC(=O)c2ccccc2)C[C@@H]2CC[C@H]1N2C. The result is 1 (high bioavailability). (7) The drug is CC(=O)Nc1ccc(OCC(O)CNC(C)C)cc1. The result is 1 (high bioavailability). (8) The result is 1 (high bioavailability). The drug is CCN(CC)C(=O)/C(C#N)=C/c1cc(O)c(O)c([N+](=O)[O-])c1. (9) The result is 1 (high bioavailability). The compound is CC(C)[C@H]1CC[C@H](C(=O)N[C@H](Cc2ccccc2)C(=O)O)CC1.